From a dataset of Catalyst prediction with 721,799 reactions and 888 catalyst types from USPTO. Predict which catalyst facilitates the given reaction. Reactant: Cl.[F:2][C:3]1[CH:17]=[CH:16][C:6]2[C:7]([CH:10]3[CH2:15][CH2:14][NH:13][CH2:12][CH2:11]3)=[N:8][O:9][C:5]=2[CH:4]=1.Cl[CH2:19][CH2:20][CH2:21][O:22][C:23]1[CH:28]=[CH:27][C:26]([CH:29]([C:30]([CH:29]([C:26]2[CH:27]=[CH:28][C:23]([O:22][CH2:21][CH2:20][CH2:19]Cl)=[C:24]([O:48][CH3:49])[CH:25]=2)C)=O)[CH3:30])=[CH:25][C:24]=1[O:48][CH3:49].C(=O)([O-])[O-:51].[K+].[K+]. Product: [CH3:30][C:29]([C:26]1[CH:27]=[CH:28][C:23]([O:22][CH2:21][CH2:20][CH2:19][N:13]2[CH2:12][CH2:11][CH:10]([C:7]3[C:6]4[CH:16]=[CH:17][C:3]([F:2])=[CH:4][C:5]=4[O:9][N:8]=3)[CH2:15][CH2:14]2)=[C:24]([O:48][CH3:49])[CH:25]=1)=[O:51]. The catalyst class is: 6.